From a dataset of Forward reaction prediction with 1.9M reactions from USPTO patents (1976-2016). Predict the product of the given reaction. (1) Given the reactants CC1C=CC(S(O[CH2:12][C@H:13]2[CH:22]=[CH:21][C:20]3[C:15](=[C:16]([C:24]4[C:29]([Cl:30])=[CH:28][CH:27]=[CH:26][C:25]=4[Cl:31])[CH:17]=[C:18]([F:23])[CH:19]=3)[O:14]2)(=O)=O)=CC=1.[N-:32]=[N+:33]=[N-:34].[Na+], predict the reaction product. The product is: [N:32]([CH2:12][C@H:13]1[CH:22]=[CH:21][C:20]2[C:15](=[C:16]([C:24]3[C:29]([Cl:30])=[CH:28][CH:27]=[CH:26][C:25]=3[Cl:31])[CH:17]=[C:18]([F:23])[CH:19]=2)[O:14]1)=[N+:33]=[N-:34]. (2) Given the reactants CS(C1C=CC2C3N=CC(C4N(C)N=NC=4C)=CC=3N([C@@H](C3CCOCC3)C3C=CC=CC=3)C=2C=1)(=O)=O.[Br:38][C:39]1[CH:51]=[N:50][C:49]2[C:48]3[C:47]([O:52][CH3:53])=[CH:46][CH:45]=[C:44]([S:54]([CH3:57])(=[O:56])=[O:55])[C:43]=3[NH:42][C:41]=2[CH:40]=1.[F:58][C:59]1[CH:64]=[CH:63][CH:62]=[CH:61][C:60]=1[C@@H:65]([CH:67]1[CH2:72][CH2:71][O:70][CH2:69][CH2:68]1)O, predict the reaction product. The product is: [Br:38][C:39]1[CH:51]=[N:50][C:49]2[C:48]3[C:47]([O:52][CH3:53])=[CH:46][CH:45]=[C:44]([S:54]([CH3:57])(=[O:56])=[O:55])[C:43]=3[N:42]([C@H:65]([C:60]3[CH:61]=[CH:62][CH:63]=[CH:64][C:59]=3[F:58])[CH:67]3[CH2:72][CH2:71][O:70][CH2:69][CH2:68]3)[C:41]=2[CH:40]=1.